Dataset: Forward reaction prediction with 1.9M reactions from USPTO patents (1976-2016). Task: Predict the product of the given reaction. (1) Given the reactants [C:1]([NH:5][C:6]([C:8]1[CH:9]=[C:10]([OH:21])[CH:11]=[C:12]([C:14](=[O:20])[NH:15][C:16]([CH3:19])([CH3:18])[CH3:17])[CH:13]=1)=[O:7])([CH3:4])([CH3:3])[CH3:2].CC(C)([O-])C.[K+].F[C:29]1[C:34]([F:35])=[C:33]([F:36])[CH:32]=[CH:31][C:30]=1[N+:37]([O-:39])=[O:38], predict the reaction product. The product is: [C:1]([NH:5][C:6](=[O:7])[C:8]1[CH:9]=[C:10]([O:21][C:29]2[C:30]([N+:37]([O-:39])=[O:38])=[CH:31][CH:32]=[C:33]([F:36])[C:34]=2[F:35])[CH:11]=[C:12]([C:14]([NH:15][C:16]([CH3:19])([CH3:18])[CH3:17])=[O:20])[CH:13]=1)([CH3:4])([CH3:2])[CH3:3]. (2) Given the reactants [NH2:1][C@@H:2]1[N:8]=[C:7]([C:9]2[CH:14]=[CH:13][CH:12]=[CH:11][CH:10]=2)[C:6]2[CH:15]=[CH:16][CH:17]=[CH:18][C:5]=2[N:4]([CH2:19][C:20]([F:23])([F:22])[F:21])[C:3]1=[O:24].C(N(CC)CC)C.[NH:32]1[CH2:37][CH2:36][CH:35]([N:38]2[CH2:42][CH:41]([C:43]3[CH:48]=[CH:47][N:46]=[CH:45][CH:44]=3)[NH:40][C:39]2=[O:49])[CH2:34][CH2:33]1.[O:50]1CCC[CH2:51]1, predict the reaction product. The product is: [O:24]=[C:3]1[C@H:2]([NH:1][C:51]([N:32]2[CH2:33][CH2:34][CH:35]([N:38]3[CH2:42][CH:41]([C:43]4[CH:48]=[CH:47][N:46]=[CH:45][CH:44]=4)[NH:40][C:39]3=[O:49])[CH2:36][CH2:37]2)=[O:50])[N:8]=[C:7]([C:9]2[CH:10]=[CH:11][CH:12]=[CH:13][CH:14]=2)[C:6]2[CH:15]=[CH:16][CH:17]=[CH:18][C:5]=2[N:4]1[CH2:19][C:20]([F:21])([F:23])[F:22]. (3) Given the reactants [CH3:1][O:2][C:3]1[CH:8]=[CH:7][C:6]([C:9]2[C:17]3[O:16][CH:15]([CH2:18]OS(C4C=CC(C)=CC=4)(=O)=O)[CH2:14][C:13]=3[CH:12]=[C:11]([C:30]3[CH:35]=[CH:34][CH:33]=[CH:32][CH:31]=3)[CH:10]=2)=[CH:5][CH:4]=1.[CH3:36][NH2:37], predict the reaction product. The product is: [CH3:1][O:2][C:3]1[CH:8]=[CH:7][C:6]([C:9]2[C:17]3[O:16][CH:15]([CH2:18][NH:37][CH3:36])[CH2:14][C:13]=3[CH:12]=[C:11]([C:30]3[CH:35]=[CH:34][CH:33]=[CH:32][CH:31]=3)[CH:10]=2)=[CH:5][CH:4]=1. (4) Given the reactants [NH2:1][C:2]1[CH:7]=[CH:6][C:5]([C:8]2[CH:13]=[CH:12][CH:11]=[C:10]([CH2:14][N:15]([CH3:27])[C:16](=[O:26])[CH2:17][NH:18][C:19](=[O:25])[O:20][C:21]([CH3:24])([CH3:23])[CH3:22])[CH:9]=2)=[CH:4][CH:3]=1.[CH:28]1([C:34](Cl)=[O:35])[CH2:33][CH2:32][CH2:31][CH2:30][CH2:29]1.O, predict the reaction product. The product is: [CH:28]1([C:34]([NH:1][C:2]2[CH:7]=[CH:6][C:5]([C:8]3[CH:13]=[CH:12][CH:11]=[C:10]([CH2:14][N:15]([CH3:27])[C:16](=[O:26])[CH2:17][NH:18][C:19](=[O:25])[O:20][C:21]([CH3:23])([CH3:24])[CH3:22])[CH:9]=3)=[CH:4][CH:3]=2)=[O:35])[CH2:33][CH2:32][CH2:31][CH2:30][CH2:29]1. (5) Given the reactants [N:1]1([CH2:5][CH2:6][N:7]2[CH:11]=[C:10]([C:12]3[CH:13]=[N:14][CH:15]=[C:16](C(F)(F)F)[CH:17]=3)[N:9]=[C:8]2[CH:22]2[CH2:27][CH2:26][N:25]([C:28]3[N:33]=[CH:32][N:31]=[C:30]([NH2:34])[C:29]=3[CH2:35][CH3:36])[CH2:24][CH2:23]2)[CH2:4][CH2:3][CH2:2]1.N1(CCN2C=C(C3C=NC=C([Cl:54])C=3)N=C2C2CCNCC2)CCC1, predict the reaction product. The product is: [N:1]1([CH2:5][CH2:6][N:7]2[CH:11]=[C:10]([C:12]3[CH:13]=[N:14][CH:15]=[C:16]([Cl:54])[CH:17]=3)[N:9]=[C:8]2[CH:22]2[CH2:27][CH2:26][N:25]([C:28]3[N:33]=[CH:32][N:31]=[C:30]([NH2:34])[C:29]=3[CH2:35][CH3:36])[CH2:24][CH2:23]2)[CH2:4][CH2:3][CH2:2]1. (6) The product is: [F:1][C:2]1[CH:3]=[N:4][C:5]2[CH:6]=[CH:7][C:8](=[O:17])[N:9]3[C@H:14]([CH2:16][OH:15])[CH2:13][O:12][C:11]=1[C:10]=23. Given the reactants [F:1][C:2]1[C:11]([O:12][CH2:13][C@@H:14]2[CH2:16][O:15]2)=[C:10]2[C:5]([CH:6]=[CH:7][C:8]([O:17]C)=[N:9]2)=[N:4][CH:3]=1.FC(F)(F)S([O-])(=O)=O.[Yb+3].FC(F)(F)S([O-])(=O)=O.FC(F)(F)S([O-])(=O)=O, predict the reaction product. (7) Given the reactants Cl[C:2](OC(Cl)(Cl)Cl)=[O:3].[Si:9]([O:26][CH2:27][CH:28]([OH:35])[CH2:29][N:30]1[CH:34]=[CH:33][N:32]=[CH:31]1)([C:22]([CH3:25])([CH3:24])[CH3:23])([C:16]1[CH:21]=[CH:20][CH:19]=[CH:18][CH:17]=1)[C:10]1[CH:15]=[CH:14][CH:13]=[CH:12][CH:11]=1.N1C=CC=CC=1, predict the reaction product. The product is: [Si:9]([O:26][CH2:27][CH:28]1[O:35][C:2](=[O:3])[C:31]2=[N:32][CH:33]=[CH:34][N:30]2[CH2:29]1)([C:22]([CH3:23])([CH3:24])[CH3:25])([C:16]1[CH:17]=[CH:18][CH:19]=[CH:20][CH:21]=1)[C:10]1[CH:15]=[CH:14][CH:13]=[CH:12][CH:11]=1. (8) Given the reactants [H-].[Na+].[F:3][C:4]1[CH:5]=[C:6]([OH:10])[CH:7]=[CH:8][CH:9]=1.[C:11]1([C:20]2[C:15](=[CH:16][CH:17]=[CH:18][CH:19]=2)[CH2:14][O:13]1)=[O:12], predict the reaction product. The product is: [F:3][C:4]1[CH:5]=[C:6]([CH:7]=[CH:8][CH:9]=1)[O:10][CH2:14][C:15]1[CH:16]=[CH:17][CH:18]=[CH:19][C:20]=1[C:11]([OH:13])=[O:12]. (9) Given the reactants [CH3:1][C:2]1[CH:3]=[C:4]([C:33]2[CH:38]=[CH:37][CH:36]=[C:35]([C:39](O)=[O:40])[CH:34]=2)[CH:5]=[CH:6][C:7]=1[O:8][C@@H:9]1[C@:14]([O:16]C(=O)C)([CH3:15])[C@@H:13]([O:20]C(=O)C)[C@H:12]([O:24]C(=O)C)[C@@H:11]([CH2:28][O:29]C(=O)C)[O:10]1.[NH2:42][CH2:43][CH2:44][O:45][CH2:46][CH2:47][O:48][CH2:49][CH2:50][NH:51][C:52](=[O:58])[O:53][C:54]([CH3:57])([CH3:56])[CH3:55].CN(C(ON1N=NC2C=CC=NC1=2)=[N+](C)C)C.F[P-](F)(F)(F)(F)F.CCN(C(C)C)C(C)C.C[O-].[Na+].CO, predict the reaction product. The product is: [CH3:1][C:2]1[CH:3]=[C:4]([C:33]2[CH:34]=[C:35]([CH:36]=[CH:37][CH:38]=2)[C:39]([NH:42][CH2:43][CH2:44][O:45][CH2:46][CH2:47][O:48][CH2:49][CH2:50][NH:51][C:52](=[O:58])[O:53][C:54]([CH3:55])([CH3:57])[CH3:56])=[O:40])[CH:5]=[CH:6][C:7]=1[O:8][C@@H:9]1[C@:14]([OH:16])([CH3:15])[C@@H:13]([OH:20])[C@H:12]([OH:24])[C@@H:11]([CH2:28][OH:29])[O:10]1. (10) Given the reactants Cl.CN(C)CCCN=C=NCC.[C:13]1([S:23]([NH2:26])(=[O:25])=[O:24])[C:14]([S:19]([NH2:22])(=[O:21])=[O:20])=[CH:15][CH:16]=[CH:17][CH:18]=1.[Cl:27][C:28]1[CH:33]=[CH:32][C:31]([C:34]#[C:35][C:36]2[N:41]=[CH:40][C:39]([C:42](O)=[O:43])=[CH:38][N:37]=2)=[CH:30][CH:29]=1.O, predict the reaction product. The product is: [Cl:27][C:28]1[CH:33]=[CH:32][C:31]([C:34]#[C:35][C:36]2[N:37]=[CH:38][C:39]([C:42]([NH:22][S:19]([C:14]3[CH:15]=[CH:16][CH:17]=[CH:18][C:13]=3[S:23](=[O:25])(=[O:24])[NH2:26])(=[O:21])=[O:20])=[O:43])=[CH:40][N:41]=2)=[CH:30][CH:29]=1.